From a dataset of Full USPTO retrosynthesis dataset with 1.9M reactions from patents (1976-2016). Predict the reactants needed to synthesize the given product. (1) Given the product [C:25]([O:28][CH2:29][C:30]1[N:10]([CH2:11][CH2:12][CH2:13][C:14]([F:15])([F:16])[F:17])[C:9]2[CH:8]=[CH:7][C:4]([C:5]#[N:6])=[CH:3][C:2]=2[N:1]=1)(=[O:27])[CH3:26], predict the reactants needed to synthesize it. The reactants are: [NH2:1][C:2]1[CH:3]=[C:4]([CH:7]=[CH:8][C:9]=1[NH:10][CH2:11][CH2:12][CH2:13][C:14]([F:17])([F:16])[F:15])[C:5]#[N:6].C(N(CC)CC)C.[C:25]([O:28][CH2:29][C:30](Cl)=O)(=[O:27])[CH3:26]. (2) The reactants are: Br[C:2]1[N:7]=[CH:6][C:5]([CH2:8][N:9]2[C:18]3[C:13](=[CH:14][CH:15]=[CH:16][C:17]=3[Cl:19])[C:12](=[O:20])[C:11]([C:21]([O:23][CH2:24][CH3:25])=[O:22])=[N:10]2)=[CH:4][CH:3]=1.[Cl-].[CH3:27][Zn+].O. Given the product [Cl:19][C:17]1[CH:16]=[CH:15][CH:14]=[C:13]2[C:18]=1[N:9]([CH2:8][C:5]1[CH:6]=[N:7][C:2]([CH3:27])=[CH:3][CH:4]=1)[N:10]=[C:11]([C:21]([O:23][CH2:24][CH3:25])=[O:22])[C:12]2=[O:20], predict the reactants needed to synthesize it. (3) Given the product [Cl:1][C:2]1[CH:7]=[CH:6][C:5]([C:8]2[O:31][C:12]([C:14]3[CH:30]=[CH:29][C:17]4[N:18]=[C:19]([C:21]5[C:22]([Cl:28])=[CH:23][CH:24]=[CH:25][C:26]=5[Cl:27])[NH:20][C:16]=4[CH:15]=3)=[N:11][C:9]=2[CH3:10])=[CH:4][CH:3]=1, predict the reactants needed to synthesize it. The reactants are: [Cl:1][C:2]1[CH:7]=[CH:6][C:5]([C:8](=[O:31])[CH:9]([NH:11][C:12]([C:14]2[CH:30]=[CH:29][C:17]3[N:18]=[C:19]([C:21]4[C:26]([Cl:27])=[CH:25][CH:24]=[CH:23][C:22]=4[Cl:28])[NH:20][C:16]=3[CH:15]=2)=O)[CH3:10])=[CH:4][CH:3]=1.CC[N+](S(N=C(OC)[O-])(=O)=O)(CC)CC.C(OCC)(=O)C. (4) Given the product [Cl:1][C:2]1[CH:3]=[C:4]2[C:9](=[CH:10][CH:11]=1)[N:8]=[C:7]([N:12]([CH:14]([CH3:15])[CH3:16])[CH3:13])[C:6]([C:17]([OH:19])=[O:18])=[C:5]2[C:24]1[CH:25]=[CH:26][CH:27]=[CH:28][CH:29]=1, predict the reactants needed to synthesize it. The reactants are: [Cl:1][C:2]1[CH:3]=[C:4]2[C:9](=[CH:10][CH:11]=1)[N:8]=[C:7]([N:12]([CH:14]([CH3:16])[CH3:15])[CH3:13])[C:6]([C:17]([O:19]C(C)(C)C)=[O:18])=[C:5]2[C:24]1[CH:29]=[CH:28][CH:27]=[CH:26][CH:25]=1.C(O)(C(F)(F)F)=O. (5) Given the product [NH2:15][C:16]1[C:25]([C:26]([NH:28][C:29]2[CH:30]=[N:31][CH:32]=[C:33]([F:44])[C:34]=2[N:35]2[CH2:40][CH2:39][CH:38]([C:41]([N:52]3[CH2:53][CH2:54][N:49]([CH:47]4[CH2:48][O:45][CH2:46]4)[CH2:50][CH2:51]3)=[O:42])[CH2:37][CH2:36]2)=[O:27])=[C:19]2[N:18]=[CH:23][C:22]([F:24])=[CH:21][N:20]2[N:17]=1, predict the reactants needed to synthesize it. The reactants are: C(N(CC)C(C)C)(C)C.S(O)(=O)(=O)C.[NH2:15][C:16]1[C:25]([C:26]([NH:28][C:29]2[CH:30]=[N:31][CH:32]=[C:33]([F:44])[C:34]=2[N:35]2[CH2:40][CH2:39][CH:38]([C:41](O)=[O:42])[CH2:37][CH2:36]2)=[O:27])=[C:19]2[N:20]=[CH:21][C:22]([F:24])=[CH:23][N:18]2[N:17]=1.[O:45]1[CH2:48][CH:47]([N:49]2[CH2:54][CH2:53][NH:52][CH2:51][CH2:50]2)[CH2:46]1.F[B-](F)(F)F.ClC1C=CC2N=NN(OC(=[N+](C)C)N(C)C)C=2C=1. (6) Given the product [CH:1]1([N:7]([CH2:29][CH3:30])[C:8]2[C:9]([F:27])=[CH:10][C:11]3[C:12]([CH:26]=2)=[N:13][C:14]2[N:15]([CH3:25])[CH:16]=[C:17]([C:22]([OH:24])=[O:23])[C:18](=[O:21])[C:19]=2[CH:20]=3)[CH2:2][CH2:3][CH2:4][CH2:5][CH2:6]1, predict the reactants needed to synthesize it. The reactants are: [CH:1]1([NH:7][C:8]2[C:9]([F:27])=[CH:10][C:11]3[C:12]([CH:26]=2)=[N:13][C:14]2[N:15]([CH3:25])[CH:16]=[C:17]([C:22]([O-:24])=[O:23])[C:18](=[O:21])[C:19]=2[CH:20]=3)[CH2:6][CH2:5][CH2:4][CH2:3][CH2:2]1.I[CH2:29][CH3:30].[H-].[Na+]. (7) Given the product [Cl:1][C:2]1[CH:3]=[CH:4][C:5]2[CH2:11][CH2:10][C:9]3[CH:12]=[CH:13][CH:14]=[CH:15][C:8]=3[CH:7]([CH2:16][C:17]3[CH:18]=[C:19]([NH:23][S:24]([CH3:27])(=[O:26])=[O:25])[CH:20]=[CH:21][CH:22]=3)[C:6]=2[CH:28]=1, predict the reactants needed to synthesize it. The reactants are: [Cl:1][C:2]1[CH:3]=[CH:4][C:5]2[CH2:11][CH2:10][C:9]3[CH:12]=[CH:13][CH:14]=[CH:15][C:8]=3[C:7](=[CH:16][C:17]3[CH:18]=[C:19]([NH:23][S:24]([CH3:27])(=[O:26])=[O:25])[CH:20]=[CH:21][CH:22]=3)[C:6]=2[CH:28]=1. (8) Given the product [ClH:39].[ClH:39].[C:1]1([C@@H:7]([CH3:38])[CH2:8][NH:9][CH2:17][CH2:18][CH2:19][S:20][CH2:21][CH2:22][NH:23][CH2:24][C@@H:25]([C:26]2[C:34]3[S:33][C:32](=[O:35])[NH:31][C:30]=3[C:29]([OH:36])=[CH:28][CH:27]=2)[OH:37])[CH:6]=[CH:5][CH:4]=[CH:3][CH:2]=1, predict the reactants needed to synthesize it. The reactants are: [C:1]1([C@@H:7]([CH3:38])[CH2:8][N:9]([CH2:17][CH2:18][CH2:19][S:20][CH2:21][CH2:22][NH:23][CH2:24][C@H:25]([OH:37])[C:26]2[C:34]3[S:33][C:32](=[O:35])[NH:31][C:30]=3[C:29]([OH:36])=[CH:28][CH:27]=2)C(=O)OC(C)(C)C)[CH:6]=[CH:5][CH:4]=[CH:3][CH:2]=1.[ClH:39].